Dataset: hERG potassium channel inhibition data for cardiac toxicity prediction from Karim et al.. Task: Regression/Classification. Given a drug SMILES string, predict its toxicity properties. Task type varies by dataset: regression for continuous values (e.g., LD50, hERG inhibition percentage) or binary classification for toxic/non-toxic outcomes (e.g., AMES mutagenicity, cardiotoxicity, hepatotoxicity). Dataset: herg_karim. (1) The molecule is NC(=O)c1ccc(N[C@@H]2CCCC[C@@H]2N)nc1Nc1cccc2cc[nH]c12. The result is 0 (non-blocker). (2) The drug is Cc1nsc(-c2nnc3n2CCN(C(=O)c2cc(F)c(F)c(F)c2)[C@@H]3C)n1. The result is 0 (non-blocker). (3) The drug is O=C1COc2ccc(CNC34CCC(CC5(O)Cn6c(=O)c(F)cc7ncc(F)c5c76)(CC3)OC4)nc2N1. The result is 0 (non-blocker).